This data is from Kir2.1 potassium channel HTS with 301,493 compounds. The task is: Binary Classification. Given a drug SMILES string, predict its activity (active/inactive) in a high-throughput screening assay against a specified biological target. (1) The result is 0 (inactive). The molecule is Brc1cc(ccc1)C(=O)N\N=C/c1c(OC)cc(OC)cc1. (2) The compound is O=C(N\N=C(/C=C\C=1C(CCCC1C)(C)C)C)c1ccncc1. The result is 0 (inactive). (3) The compound is S(=O)(=O)(N1C(OCC1)CNC(=O)C(=O)NCCOC)c1sccc1. The result is 0 (inactive). (4) The molecule is S1CCN(c2c1ccc(c2)C(=O)NCCCN1CCOCC1)Cc1ccc(F)cc1. The result is 0 (inactive). (5) The molecule is O1CCn2c3c(nc2C1)cc(NC(=O)CCC)cc3. The result is 0 (inactive). (6) The compound is O=C1N(CC(CC1)C(=O)NCCOc1ccccc1)CCCN1CCCC1=O. The result is 0 (inactive). (7) The drug is S(=O)(=O)(Nc1cc2OCOc2cc1)CC. The result is 0 (inactive). (8) The molecule is s1c(NC2=NCCC2)nc(c2ccc(F)cc2)c1. The result is 0 (inactive). (9) The molecule is S(=O)(=O)(N\N=C(/c1ccncc1)C)c1ccc(CC)cc1. The result is 0 (inactive).